Dataset: Reaction yield outcomes from USPTO patents with 853,638 reactions. Task: Predict the reaction yield, written as a fraction of the theoretical maximum amount of product (1.0 means a 100% yield; for example, 0.34 means a 34% yield). The reactants are Cl.[NH2:2][C@@H:3]([CH2:7][O:8][CH3:9])[C:4]([OH:6])=[O:5].[OH-].[Na+].Cl[C:13]([O:15][CH3:16])=[O:14].Cl. The catalyst is C1COCC1. The product is [CH3:9][O:8][CH2:7][C@H:3]([NH:2][C:13]([O:15][CH3:16])=[O:14])[C:4]([OH:6])=[O:5]. The yield is 0.560.